Dataset: NCI-60 drug combinations with 297,098 pairs across 59 cell lines. Task: Regression. Given two drug SMILES strings and cell line genomic features, predict the synergy score measuring deviation from expected non-interaction effect. (1) Drug 1: CCCS(=O)(=O)NC1=C(C(=C(C=C1)F)C(=O)C2=CNC3=C2C=C(C=N3)C4=CC=C(C=C4)Cl)F. Drug 2: C1C(C(OC1N2C=C(C(=O)NC2=O)F)CO)O. Cell line: NCI-H322M. Synergy scores: CSS=14.6, Synergy_ZIP=6.29, Synergy_Bliss=12.1, Synergy_Loewe=-8.15, Synergy_HSA=5.36. (2) Drug 1: C1CCN(CC1)CCOC2=CC=C(C=C2)C(=O)C3=C(SC4=C3C=CC(=C4)O)C5=CC=C(C=C5)O. Drug 2: CS(=O)(=O)OCCCCOS(=O)(=O)C. Cell line: A498. Synergy scores: CSS=5.16, Synergy_ZIP=-1.37, Synergy_Bliss=-3.22, Synergy_Loewe=-27.1, Synergy_HSA=-3.98. (3) Drug 1: C1=C(C(=O)NC(=O)N1)F. Drug 2: CCN(CC)CCNC(=O)C1=C(NC(=C1C)C=C2C3=C(C=CC(=C3)F)NC2=O)C. Cell line: CAKI-1. Synergy scores: CSS=27.3, Synergy_ZIP=4.46, Synergy_Bliss=2.29, Synergy_Loewe=6.20, Synergy_HSA=6.59. (4) Drug 2: CS(=O)(=O)CCNCC1=CC=C(O1)C2=CC3=C(C=C2)N=CN=C3NC4=CC(=C(C=C4)OCC5=CC(=CC=C5)F)Cl. Synergy scores: CSS=30.7, Synergy_ZIP=4.76, Synergy_Bliss=9.16, Synergy_Loewe=-26.3, Synergy_HSA=3.50. Cell line: SK-MEL-5. Drug 1: CCC1=CC2CC(C3=C(CN(C2)C1)C4=CC=CC=C4N3)(C5=C(C=C6C(=C5)C78CCN9C7C(C=CC9)(C(C(C8N6C)(C(=O)OC)O)OC(=O)C)CC)OC)C(=O)OC.C(C(C(=O)O)O)(C(=O)O)O. (5) Drug 1: CC(C1=C(C=CC(=C1Cl)F)Cl)OC2=C(N=CC(=C2)C3=CN(N=C3)C4CCNCC4)N. Drug 2: CC1=CC=C(C=C1)C2=CC(=NN2C3=CC=C(C=C3)S(=O)(=O)N)C(F)(F)F. Cell line: SK-MEL-5. Synergy scores: CSS=-0.359, Synergy_ZIP=4.56, Synergy_Bliss=7.77, Synergy_Loewe=1.60, Synergy_HSA=2.27. (6) Drug 1: C1=C(C(=O)NC(=O)N1)F. Drug 2: C1C(C(OC1N2C=NC3=C2NC=NCC3O)CO)O. Cell line: HCT116. Synergy scores: CSS=30.4, Synergy_ZIP=-2.68, Synergy_Bliss=-7.88, Synergy_Loewe=-18.1, Synergy_HSA=-6.81. (7) Drug 1: C1CC(C1)(C(=O)O)C(=O)O.[NH2-].[NH2-].[Pt+2]. Drug 2: COC1=NC(=NC2=C1N=CN2C3C(C(C(O3)CO)O)O)N. Cell line: MDA-MB-231. Synergy scores: CSS=-1.39, Synergy_ZIP=1.49, Synergy_Bliss=0.869, Synergy_Loewe=-5.38, Synergy_HSA=-4.07.